The task is: Predict which catalyst facilitates the given reaction.. This data is from Catalyst prediction with 721,799 reactions and 888 catalyst types from USPTO. (1) Reactant: [OH:1][C:2]1[CH:3]=[C:4]2[C:9](=[CH:10][CH:11]=1)[C:8](=[O:12])[N:7]([CH:13]([CH3:17])[C:14]([NH2:16])=[O:15])[CH2:6][CH2:5]2.C(=O)([O-])[O-].[K+].[K+].[F:24][C:25]1[CH:32]=[CH:31][CH:30]=[CH:29][C:26]=1[CH2:27]Br.O. Product: [F:24][C:25]1[CH:32]=[CH:31][CH:30]=[CH:29][C:26]=1[CH2:27][O:1][C:2]1[CH:3]=[C:4]2[C:9](=[CH:10][CH:11]=1)[C:8](=[O:12])[N:7]([CH:13]([CH3:17])[C:14]([NH2:16])=[O:15])[CH2:6][CH2:5]2. The catalyst class is: 21. (2) Reactant: Cl[C:2]1[CH:7]=[C:6]([C:8]2([F:12])[CH2:11][O:10][CH2:9]2)[CH:5]=[CH:4][N:3]=1.C([O-])([O-])=O.[Cs+].[Cs+].[CH3:19][C:20]1([CH3:36])[C:24]([CH3:26])([CH3:25])[O:23][B:22]([C:27]2[CH:35]=[CH:34][C:30]([C:31]([NH2:33])=[O:32])=[CH:29][CH:28]=2)[O:21]1.C1(P(C2C=CC=CC=2)C2C3OC4C(=CC=CC=4P(C4C=CC=CC=4)C4C=CC=CC=4)C(C)(C)C=3C=CC=2)C=CC=CC=1. Product: [F:12][C:8]1([C:6]2[CH:5]=[CH:4][N:3]=[C:2]([NH:33][C:31](=[O:32])[C:30]3[CH:29]=[CH:28][C:27]([B:22]4[O:21][C:20]([CH3:19])([CH3:36])[C:24]([CH3:26])([CH3:25])[O:23]4)=[CH:35][CH:34]=3)[CH:7]=2)[CH2:11][O:10][CH2:9]1. The catalyst class is: 160. (3) Product: [CH2:1]([O:3][C:4]1[C:25]([O:26][CH3:27])=[CH:24][C:7]2[C:8]3[N:13]([CH:14]([CH2:16][CH3:17])[CH2:15][C:6]=2[CH:5]=1)[CH:12]=[C:11]([C:18]([OH:20])=[O:19])[C:10](=[O:23])[CH:9]=3)[CH3:2]. The catalyst class is: 24. Reactant: [CH2:1]([O:3][C:4]1[C:25]([O:26][CH3:27])=[CH:24][C:7]2[C:8]3[N:13]([CH:14]([CH2:16][CH3:17])[CH2:15][C:6]=2[CH:5]=1)[CH:12]=[C:11]([C:18]([O:20]CC)=[O:19])[C:10](=[O:23])[CH:9]=3)[CH3:2].O[Li].O. (4) Reactant: [NH2:1][CH:2]1[CH2:7][CH2:6][CH:5]([NH:8][C:9]2[N:17]=[C:16]3[C:12]([N:13]=[CH:14][N:15]3[CH:18]3[CH2:22][CH2:21][CH2:20][CH2:19]3)=[C:11]([NH:23][CH2:24][C:25]3[CH:30]=[CH:29][C:28](Br)=[CH:27][CH:26]=3)[N:10]=2)[CH2:4][CH2:3]1.[CH3:32][O:33][C:34]1[CH:39]=[CH:38][CH:37]=[CH:36][C:35]=1B(O)O.O.O.O.P([O-])([O-])([O-])=O.[K+].[K+].[K+].CN(C)C=O. Product: [NH2:1][CH:2]1[CH2:7][CH2:6][CH:5]([NH:8][C:9]2[N:17]=[C:16]3[C:12]([N:13]=[CH:14][N:15]3[CH:18]3[CH2:22][CH2:21][CH2:20][CH2:19]3)=[C:11]([NH:23][CH2:24][C:25]3[CH:30]=[CH:29][C:28]([C:35]4[CH:36]=[CH:37][CH:38]=[CH:39][C:34]=4[O:33][CH3:32])=[CH:27][CH:26]=3)[N:10]=2)[CH2:4][CH2:3]1. The catalyst class is: 568.